The task is: Predict the reactants needed to synthesize the given product.. This data is from Full USPTO retrosynthesis dataset with 1.9M reactions from patents (1976-2016). (1) Given the product [CH3:29][O:19][C:20]1[CH:21]=[CH:22][CH:23]=[CH:24][C:28]=1[C@@H:9]([NH2:8])[CH3:10], predict the reactants needed to synthesize it. The reactants are: C(OC([NH:8][C@H:9](C(O)=O)[CH2:10]C1N=CNC=1)=O)(C)(C)C.[OH:19][C:20]1[C:28]2N=NN[C:24]=2[CH:23]=[CH:22][CH:21]=1.[CH:29](N=C=NC(C)C)(C)C. (2) Given the product [CH2:1]1[O:21][C:20]2[CH:19]=[CH:18][C:5]([CH2:6][NH:7][C:8]3[C:9]4[S:16][C:15]([C:24]5[CH:25]=[CH:26][O:22][CH:23]=5)=[CH:14][C:10]=4[N:11]=[CH:12][N:13]=3)=[CH:4][C:3]=2[O:2]1, predict the reactants needed to synthesize it. The reactants are: [CH2:1]1[O:21][C:20]2[CH:19]=[CH:18][C:5]([CH2:6][NH:7][C:8]3[C:9]4[S:16][C:15](Br)=[CH:14][C:10]=4[N:11]=[CH:12][N:13]=3)=[CH:4][C:3]=2[O:2]1.[O:22]1[CH:26]=[CH:25][C:24](B(O)O)=[CH:23]1.C(=O)([O-])[O-].[Na+].[Na+]. (3) Given the product [Cl:1][C:2]1[CH:7]=[C:6]2[NH:8][C:9](=[O:34])[C:10]3([CH:15]([C:16]4[CH:21]=[CH:20][CH:19]=[C:18]([Cl:22])[CH:17]=4)[CH2:14][C:13](=[O:23])[NH:12][CH:11]3[C:24]3[CH:29]=[C:28]([C:39]#[CH:40])[CH:27]=[CH:26][C:25]=3[N+:31]([O-:33])=[O:32])[C:5]2=[CH:4][CH:3]=1, predict the reactants needed to synthesize it. The reactants are: [Cl:1][C:2]1[CH:7]=[C:6]2[NH:8][C:9](=[O:34])[C:10]3([CH:15]([C:16]4[CH:21]=[CH:20][CH:19]=[C:18]([Cl:22])[CH:17]=4)[CH2:14][C:13](=[O:23])[NH:12][CH:11]3[C:24]3[CH:29]=[C:28](I)[CH:27]=[CH:26][C:25]=3[N+:31]([O-:33])=[O:32])[C:5]2=[CH:4][CH:3]=1.C[Si]([C:39]#[CH:40])(C)C.C(N(CC)CC)C.[OH-].[Na+]. (4) Given the product [C:8]([O:12][C:13]([N:15]1[CH2:21][CH2:20][C:19]2[C:22]([CH2:27][S:7][C:6]3[NH:2][N:3]=[N:4][CH:5]=3)=[C:23]([Cl:26])[CH:24]=[CH:25][C:18]=2[CH2:17][CH2:16]1)=[O:14])([CH3:11])([CH3:10])[CH3:9], predict the reactants needed to synthesize it. The reactants are: [Na].[NH:2]1[C:6]([SH:7])=[CH:5][N:4]=[N:3]1.[C:8]([O:12][C:13]([N:15]1[CH2:21][CH2:20][C:19]2[C:22]([CH2:27]Cl)=[C:23]([Cl:26])[CH:24]=[CH:25][C:18]=2[CH2:17][CH2:16]1)=[O:14])([CH3:11])([CH3:10])[CH3:9]. (5) The reactants are: [CH2:1]([O:3][CH:4]([CH2:8][C:9]1[CH:14]=[CH:13][C:12]([O:15][CH2:16][CH2:17][N:18]2[C:23](=[O:24])[CH:22]=[C:21]([C:25]3[CH:30]=[CH:29][CH:28]=[CH:27][CH:26]=3)[N:20]=[C:19]2[CH2:31][CH3:32])=[CH:11][CH:10]=1)[C:5]([OH:7])=[O:6])[CH3:2].[NH2:33][C@H:34]([C:40]([OH:42])=[O:41])[CH2:35][CH2:36][CH2:37][CH2:38][NH2:39]. Given the product [NH2:33][C@H:34]([C:40]([OH:42])=[O:41])[CH2:35][CH2:36][CH2:37][CH2:38][NH2:39].[CH2:1]([O:3][CH:4]([CH2:8][C:9]1[CH:10]=[CH:11][C:12]([O:15][CH2:16][CH2:17][N:18]2[C:23](=[O:24])[CH:22]=[C:21]([C:25]3[CH:30]=[CH:29][CH:28]=[CH:27][CH:26]=3)[N:20]=[C:19]2[CH2:31][CH3:32])=[CH:13][CH:14]=1)[C:5]([OH:7])=[O:6])[CH3:2], predict the reactants needed to synthesize it. (6) Given the product [CH2:1]([C:3]1[CH:4]=[C:5]([CH3:32])[C:6]([N:9]2[CH2:10][CH2:11][N:12]([C:15]([C:17]3[CH:22]=[CH:21][C:20]([N:23]4[C@H:27]([CH2:28][O:29][CH3:33])[CH2:26][O:25][C:24]4=[O:30])=[CH:19][C:18]=3[CH3:31])=[O:16])[CH2:13][CH2:14]2)=[N:7][CH:8]=1)[CH3:2], predict the reactants needed to synthesize it. The reactants are: [CH2:1]([C:3]1[CH:4]=[C:5]([CH3:32])[C:6]([N:9]2[CH2:14][CH2:13][N:12]([C:15]([C:17]3[CH:22]=[CH:21][C:20]([N:23]4[C@H:27]([CH2:28][OH:29])[CH2:26][O:25][C:24]4=[O:30])=[CH:19][C:18]=3[CH3:31])=[O:16])[CH2:11][CH2:10]2)=[N:7][CH:8]=1)[CH3:2].[CH3:33]I. (7) Given the product [CH2:7]([O:11][C:12]1[CH:19]=[CH:18][C:15](/[CH:16]=[CH:25]/[C:26]([NH:28][C:29]2[CH:37]=[CH:36][CH:35]=[CH:34][C:30]=2[C:31]([OH:33])=[O:32])=[O:27])=[CH:14][C:13]=1[O:20][CH3:21])[C:8]#[C:9][CH3:10], predict the reactants needed to synthesize it. The reactants are: N1CCCCC1.[CH2:7]([O:11][C:12]1[CH:19]=[CH:18][C:15]([CH:16]=O)=[CH:14][C:13]=1[O:20][CH3:21])[C:8]#[C:9][CH3:10].C([CH2:25][C:26]([NH:28][C:29]1[CH:37]=[CH:36][CH:35]=[CH:34][C:30]=1[C:31]([OH:33])=[O:32])=[O:27])(O)=O.CC(O)=O. (8) Given the product [C:32]([NH:33][C@H:34]1[CH2:38][CH2:37][N:36]([C:4]2[CH:3]=[C:2]([O:26][C:23]3[CH:22]=[CH:21][C:20]([O:19][CH2:12][C:13]4[CH:14]=[CH:15][CH:16]=[CH:17][CH:18]=4)=[CH:25][CH:24]=3)[C:7]([C:8]([NH2:10])=[O:9])=[CH:6][N:5]=2)[CH2:35]1)(=[O:39])[CH:40]=[CH2:41], predict the reactants needed to synthesize it. The reactants are: Cl[C:2]1[C:7]([C:8]([NH2:10])=[O:9])=[CH:6][N:5]=[C:4](Cl)[CH:3]=1.[CH2:12]([O:19][C:20]1[CH:25]=[CH:24][C:23]([OH:26])=[CH:22][CH:21]=1)[C:13]1[CH:18]=[CH:17][CH:16]=[CH:15][CH:14]=1.C(O[C:32](=[O:39])[NH:33][C@H:34]1[CH2:38][CH2:37][NH:36][CH2:35]1)(C)(C)C.[C:40](O)(=O)[CH:41]=C. (9) Given the product [Cl:21][C:22]1[CH:23]=[CH:24][C:25]([N:36]2[CH:40]=[C:39]([C:41]([F:44])([F:42])[F:43])[CH:38]=[N:37]2)=[C:26]([C:28]2[N:29]=[CH:30][N:31]=[C:32]([OH:34])[CH:33]=2)[CH:27]=1, predict the reactants needed to synthesize it. The reactants are: ClC1C=CC(N2C=C(Cl)N=N2)=C(C2N=CN=C(O)C=2)C=1.[Cl:21][C:22]1[CH:23]=[CH:24][C:25]([N:36]2[CH:40]=[C:39]([C:41]([F:44])([F:43])[F:42])[CH:38]=[N:37]2)=[C:26]([C:28]2[CH:33]=[C:32]([O:34]C)[N:31]=[CH:30][N:29]=2)[CH:27]=1.